From a dataset of Reaction yield outcomes from USPTO patents with 853,638 reactions. Predict the reaction yield, written as a fraction of the theoretical maximum amount of product (1.0 means a 100% yield; for example, 0.34 means a 34% yield). (1) The reactants are C([O:8][C:9]1[C:14](=[O:15])[N:13]2[CH:16]=[C:17]([N:27]3[CH2:32][CH2:31][O:30][CH2:29][CH2:28]3)[CH:18]=[C:19]([N:20]3[CH2:24][CH2:23][N:22]([CH3:25])[C:21]3=[O:26])[C:12]2=[N:11][C:10]=1[C:33]1[S:34][C:35]([CH2:38][C:39]2[CH:44]=[CH:43][C:42]([F:45])=[C:41]([Cl:46])[CH:40]=2)=[CH:36][N:37]=1)C1C=CC=CC=1. The catalyst is FC(F)(F)C(O)=O. The product is [Cl:46][C:41]1[CH:40]=[C:39]([CH:44]=[CH:43][C:42]=1[F:45])[CH2:38][C:35]1[S:34][C:33]([C:10]2[N:11]=[C:12]3[C:19]([N:20]4[CH2:24][CH2:23][N:22]([CH3:25])[C:21]4=[O:26])=[CH:18][C:17]([N:27]4[CH2:32][CH2:31][O:30][CH2:29][CH2:28]4)=[CH:16][N:13]3[C:14](=[O:15])[C:9]=2[OH:8])=[N:37][CH:36]=1. The yield is 0.930. (2) The reactants are [NH2:1][C:2]1[C:3]([F:21])=[C:4]([C:9]([C:11]2[C:19]3[C:14](=[N:15][CH:16]=[C:17]([Br:20])[CH:18]=3)[NH:13][CH:12]=2)=[O:10])[C:5]([F:8])=[CH:6][CH:7]=1.N1C=CC=CC=1.[F:28][C:29]1[CH:34]=[CH:33][C:32]([F:35])=[CH:31][C:30]=1[S:36](Cl)(=[O:38])=[O:37].Cl. The catalyst is O1CCCC1. The product is [Br:20][C:17]1[CH:18]=[C:19]2[C:11]([C:9]([C:4]3[C:3]([F:21])=[C:2]([NH:1][S:36]([C:30]4[CH:31]=[C:32]([F:35])[CH:33]=[CH:34][C:29]=4[F:28])(=[O:38])=[O:37])[CH:7]=[CH:6][C:5]=3[F:8])=[O:10])=[CH:12][NH:13][C:14]2=[N:15][CH:16]=1. The yield is 0.900. (3) The reactants are [F:1][CH:2]([F:14])[O:3][C:4]1[CH:9]=[CH:8][C:7]([CH2:10][C:11]([OH:13])=[O:12])=[CH:6][CH:5]=1.C[Si]([N-][Si](C)(C)C)(C)C.[Na+].[Cl:25][CH2:26][CH2:27][CH2:28][CH2:29]I. The catalyst is CCOC(C)=O.CCCCCC. The product is [Cl:25][CH2:26][CH2:27][CH2:28][CH2:29][CH:10]([C:7]1[CH:6]=[CH:5][C:4]([O:3][CH:2]([F:14])[F:1])=[CH:9][CH:8]=1)[C:11]([OH:13])=[O:12]. The yield is 0.156. (4) The reactants are [Br:1][C:2]1[CH:9]=[CH:8][C:7]([OH:10])=[CH:6][C:3]=1[CH:4]=[O:5].[O:11]1[CH:16]=[CH:15][CH2:14][CH2:13][CH2:12]1.C12(CS(O)(=O)=O)C(C)(C)C(CC1)CC2=O. The catalyst is C(Cl)Cl. The product is [Br:1][C:2]1[CH:9]=[CH:8][C:7]([O:10][CH:12]2[CH2:13][CH2:14][CH2:15][CH2:16][O:11]2)=[CH:6][C:3]=1[CH:4]=[O:5]. The yield is 0.200.